From a dataset of Reaction yield outcomes from USPTO patents with 853,638 reactions. Predict the reaction yield, written as a fraction of the theoretical maximum amount of product (1.0 means a 100% yield; for example, 0.34 means a 34% yield). (1) The product is [F:1][C:2]1[CH:8]=[CH:7][CH:6]=[CH:5][C:3]=1[NH:4][C:9](=[O:11])[CH3:10]. The catalyst is C(Cl)Cl. The yield is 0.900. The reactants are [F:1][C:2]1[CH:8]=[CH:7][CH:6]=[CH:5][C:3]=1[NH2:4].[C:9](OC(=O)C)(=[O:11])[CH3:10].C(N(CC)CC)C. (2) The reactants are [CH3:1][O:2][C:3]([C:5]1[CH:6]=[CH:7][CH:8]=[C:9]2[C:14]=1[N:13]=[CH:12][CH:11]=[CH:10]2)=[O:4].OO.C([O-])(O)=[O:18].[Na+]. The catalyst is CC(O)=O. The product is [CH3:1][O:2][C:3]([C:5]1[CH:6]=[CH:7][CH:8]=[C:9]2[C:14]=1[N:13]=[CH:12][C:11]([OH:18])=[CH:10]2)=[O:4]. The yield is 0.440.